Predict the reactants needed to synthesize the given product. From a dataset of Full USPTO retrosynthesis dataset with 1.9M reactions from patents (1976-2016). (1) Given the product [ClH:33].[CH:1]1([CH2:4][O:5][C:6]2[C:7]([C:13]([N:15]3[CH2:20][CH2:19][CH2:18][CH2:17][C@H:16]3[CH2:21][C:22]3[N:23]=[C:24]4[C:29]([CH3:30])=[CH:28][CH:27]=[CH:26][N:25]4[C:31]=3[CH3:32])=[O:14])=[N:8][C:9]([CH3:12])=[CH:10][CH:11]=2)[CH2:2][CH2:3]1, predict the reactants needed to synthesize it. The reactants are: [CH:1]1([CH2:4][O:5][C:6]2[C:7]([C:13]([N:15]3[CH2:20][CH2:19][CH2:18][CH2:17][C@H:16]3[CH2:21][C:22]3[N:23]=[C:24]4[C:29]([CH3:30])=[CH:28][CH:27]=[CH:26][N:25]4[C:31]=3[CH3:32])=[O:14])=[N:8][C:9]([CH3:12])=[CH:10][CH:11]=2)[CH2:3][CH2:2]1.[ClH:33].CCOCC. (2) Given the product [C:36]1(=[O:45])[N:35]([CH2:34][C:33](=[O:46])[CH2:32][NH:1][C@@H:2]([C:6]2[N:15]([CH2:16][C:17]3[CH:18]=[CH:19][CH:20]=[CH:21][CH:22]=3)[C:14](=[O:23])[C:13]3[C:8](=[CH:9][C:10]([Cl:24])=[CH:11][CH:12]=3)[N:7]=2)[CH:3]([CH3:5])[CH3:4])[C:39](=[O:40])[C:38]2=[CH:41][CH:42]=[CH:43][CH:44]=[C:37]12, predict the reactants needed to synthesize it. The reactants are: [NH2:1][C@@H:2]([C:6]1[N:15]([CH2:16][C:17]2[CH:22]=[CH:21][CH:20]=[CH:19][CH:18]=2)[C:14](=[O:23])[C:13]2[C:8](=[CH:9][C:10]([Cl:24])=[CH:11][CH:12]=2)[N:7]=1)[CH:3]([CH3:5])[CH3:4].C([O-])([O-])=O.[K+].[K+].Br[CH2:32][C:33](=[O:46])[CH2:34][N:35]1[C:39](=[O:40])[C:38]2=[CH:41][CH:42]=[CH:43][CH:44]=[C:37]2[C:36]1=[O:45]. (3) Given the product [CH:14]1([C:17]2[CH:18]=[CH:19][C:20]([C:21]([C:9]3[C:8](=[O:13])[CH2:7][CH:6]([C:4]([O:3][CH2:1][CH3:2])=[O:5])[CH2:11][C:10]=3[OH:12])=[O:22])=[CH:24][CH:25]=2)[CH2:15][CH2:16]1, predict the reactants needed to synthesize it. The reactants are: [CH2:1]([O:3][C:4]([CH:6]1[CH2:11][C:10](=[O:12])[CH:9]=[C:8]([OH:13])[CH2:7]1)=[O:5])[CH3:2].[CH:14]1([C:17]2[CH:25]=[CH:24][C:20]([C:21](Cl)=[O:22])=[CH:19][CH:18]=2)[CH2:16][CH2:15]1.C(N(CC)CC)C.OC1CCCC(=O)C=1C(=O)C1C=CC(OC)=CC=1. (4) Given the product [CH:29]1([C:32]([NH:1][C:2]2[S:3][C:4]3[C:9]([N:10]=2)=[CH:8][CH:7]=[C:6]([O:11][C:12]2[CH:13]=[C:14]([CH:19]=[CH:20][CH:21]=2)[C:15]([OH:17])=[O:16])[N:5]=3)=[O:33])[CH2:31][CH2:30]1, predict the reactants needed to synthesize it. The reactants are: [NH2:1][C:2]1[S:3][C:4]2[C:9]([N:10]=1)=[CH:8][CH:7]=[C:6]([O:11][C:12]1[CH:13]=[C:14]([CH:19]=[CH:20][CH:21]=1)[C:15]([O:17]C)=[O:16])[N:5]=2.C(N(CC)CC)C.[CH:29]1([C:32](Cl)=[O:33])[CH2:31][CH2:30]1. (5) Given the product [Cl:29][C:30]1[CH:31]=[C:32]([C:36]2[N:38]=[C:26]([CH:12]3[CH2:13][CH:14]([C:16]4[CH:21]=[CH:20][C:19]([C:22]([F:25])([F:24])[F:23])=[CH:18][CH:17]=4)[CH2:15][N:10]([C:8]([N:5]4[CH2:6][CH2:7][CH:2]([OH:1])[CH2:3][CH2:4]4)=[O:9])[CH2:11]3)[O:28][N:37]=2)[CH:33]=[CH:34][CH:35]=1, predict the reactants needed to synthesize it. The reactants are: [OH:1][CH:2]1[CH2:7][CH2:6][N:5]([C:8]([N:10]2[CH2:15][CH:14]([C:16]3[CH:21]=[CH:20][C:19]([C:22]([F:25])([F:24])[F:23])=[CH:18][CH:17]=3)[CH2:13][CH:12]([C:26]([OH:28])=O)[CH2:11]2)=[O:9])[CH2:4][CH2:3]1.[Cl:29][C:30]1[CH:31]=[C:32]([C:36](=[N:38]O)[NH2:37])[CH:33]=[CH:34][CH:35]=1. (6) Given the product [Br:14][C:11]1[CH:12]=[CH:13][C:8]([C:6](=[O:7])[CH2:5][C:2](=[O:1])[CH3:3])=[CH:9][CH:10]=1, predict the reactants needed to synthesize it. The reactants are: [O-:1][CH2:2][CH3:3].[Na+].[CH3:5][C:6]([C:8]1[CH:13]=[CH:12][C:11]([Br:14])=[CH:10][CH:9]=1)=[O:7].O.ClCCl. (7) Given the product [CH3:21][O:22][C:23](=[O:37])/[CH:24]=[CH:25]/[C:26]1[CH:31]=[CH:30][C:29]([CH:32]2[CH2:36][CH2:35][CH2:34][N:33]2[CH2:15][CH2:14][C:13]2[C:12]3[C:7](=[CH:8][C:9]([N+:17]([O-:19])=[O:18])=[CH:10][CH:11]=3)[NH:6][C:5]=2[C:1]([CH3:2])([CH3:4])[CH3:3])=[CH:28][CH:27]=1, predict the reactants needed to synthesize it. The reactants are: [C:1]([C:5]1[NH:6][C:7]2[C:12]([C:13]=1[CH2:14][CH:15]=O)=[CH:11][CH:10]=[C:9]([N+:17]([O-:19])=[O:18])[CH:8]=2)([CH3:4])([CH3:3])[CH3:2].Cl.[CH3:21][O:22][C:23](=[O:37])/[CH:24]=[CH:25]/[C:26]1[CH:31]=[CH:30][C:29]([CH:32]2[CH2:36][CH2:35][CH2:34][NH:33]2)=[CH:28][CH:27]=1.C(N(CC)CC)C.C(O[BH-](OC(=O)C)OC(=O)C)(=O)C.[Na+].